This data is from Forward reaction prediction with 1.9M reactions from USPTO patents (1976-2016). The task is: Predict the product of the given reaction. (1) Given the reactants [CH3:1][S:2]([C:5]1[CH:10]=[CH:9][C:8]([C:11]2[N:12]=[CH:13][C:14]([OH:17])=[N:15][CH:16]=2)=[CH:7][CH:6]=1)(=[O:4])=[O:3].CS(O[CH:23]([CH:25]1[CH2:30][CH2:29][N:28]([C:31]2[O:35][N:34]=[C:33]([CH:36]([CH3:38])[CH3:37])[N:32]=2)[CH2:27][CH2:26]1)[CH3:24])(=O)=O.C([O-])([O-])=O.[K+].[K+], predict the reaction product. The product is: [CH3:38][CH:36]([C:33]1[N:32]=[C:31]([N:28]2[CH2:27][CH2:26][CH:25]([CH:23]([O:17][C:14]3[CH:13]=[N:12][C:11]([C:8]4[CH:7]=[CH:6][C:5]([S:2]([CH3:1])(=[O:3])=[O:4])=[CH:10][CH:9]=4)=[CH:16][N:15]=3)[CH3:24])[CH2:30][CH2:29]2)[O:35][N:34]=1)[CH3:37]. (2) Given the reactants [C:1]([O:5][C:6]([N:8]1[CH2:13][CH2:12][CH:11]([C:14]([OH:16])=O)[CH:10]([C:17]2[CH:22]=[CH:21][CH:20]=[CH:19][CH:18]=2)[CH2:9]1)=[O:7])([CH3:4])([CH3:3])[CH3:2].CCN=C=NCCCN(C)C.Cl.C1C=CC2N(O)N=NC=2C=1.[F:45][C:46]([F:60])([F:59])[C:47]1[CH:48]=[C:49]([CH:52]=[C:53]([C:55]([F:58])([F:57])[F:56])[CH:54]=1)[CH2:50][NH2:51], predict the reaction product. The product is: [F:45][C:46]([F:59])([F:60])[C:47]1[CH:48]=[C:49]([CH:52]=[C:53]([C:55]([F:58])([F:56])[F:57])[CH:54]=1)[CH2:50][NH:51][C:14]([C@H:11]1[CH2:12][CH2:13][N:8]([C:6]([O:5][C:1]([CH3:4])([CH3:2])[CH3:3])=[O:7])[CH2:9][C@H:10]1[C:17]1[CH:18]=[CH:19][CH:20]=[CH:21][CH:22]=1)=[O:16]. (3) Given the reactants [F:1][C:2]1[CH:7]=[CH:6][C:5]([S:8]([N:11]([CH3:19])[C@@H:12]([CH2:17]O)[C:13]([O:15]C)=[O:14])(=[O:10])=[O:9])=[CH:4][CH:3]=1.[OH-].[Na+], predict the reaction product. The product is: [F:1][C:2]1[CH:3]=[CH:4][C:5]([S:8]([N:11]([CH3:19])[C:12](=[CH2:17])[C:13]([OH:15])=[O:14])(=[O:9])=[O:10])=[CH:6][CH:7]=1. (4) Given the reactants [N:1]1([CH2:9][C:10]([OH:12])=[O:11])[CH:8]=[CH:7][C:5]([NH2:6])=[N:4][C:2]1=[O:3].C(N1C=CN=C1)(N1[CH:19]=[CH:18]N=C1)=O.[CH2:25]([OH:35])[C:26]1[CH:34]=[CH:33][C:32]2[O:31][CH2:30][O:29][C:28]=2[CH:27]=1.CN([CH:39]=[O:40])C, predict the reaction product. The product is: [CH2:18]([O:11][C:10](=[O:12])[CH2:9][N:1]1[CH:8]=[CH:7][C:5]([NH:6][C:39]([O:35][CH2:25][C:26]2[CH:34]=[CH:33][C:32]3[O:31][CH2:30][O:29][C:28]=3[CH:27]=2)=[O:40])=[N:4][C:2]1=[O:3])[CH3:19]. (5) Given the reactants [C:1]([C:3]1[CH:8]=[CH:7][C:6]([C:9]2[C:10]([C:18]([O:20]CC3C=CC=CC=3)=[O:19])=[C:11]([CH2:15][CH2:16][CH3:17])[NH:12][C:13]=2[CH3:14])=[CH:5][CH:4]=1)#[N:2].C1COCC1, predict the reaction product. The product is: [C:1]([C:3]1[CH:4]=[CH:5][C:6]([C:9]2[C:10]([C:18]([OH:20])=[O:19])=[C:11]([CH2:15][CH2:16][CH3:17])[NH:12][C:13]=2[CH3:14])=[CH:7][CH:8]=1)#[N:2]. (6) Given the reactants [F:1][C:2]1[CH:7]=[CH:6][CH:5]=[CH:4][C:3]=1[C:8]1[CH:12]=[CH:11][NH:10][N:9]=1.IC.[OH-].[Na+].F[C:18]1C=CC=CC=1C1C=CN(C)N=1, predict the reaction product. The product is: [F:1][C:2]1[CH:7]=[CH:6][CH:5]=[CH:4][C:3]=1[C:8]1[N:9]([CH3:18])[N:10]=[CH:11][CH:12]=1. (7) Given the reactants FC1C=CC(CN)=CC=1.[F:10][C:11]1[CH:12]=[C:13]([CH:16]=[C:17]([F:19])[CH:18]=1)[CH2:14][NH2:15].[CH2:20]([N:27]1[CH2:31][CH2:30][N:29]([C:32]2[S:33][C:34]([C:38](O)=[O:39])=[C:35]([CH3:37])[N:36]=2)[C:28]1=[O:41])[C:21]1[CH:26]=[CH:25][CH:24]=[CH:23][CH:22]=1, predict the reaction product. The product is: [CH2:20]([N:27]1[CH2:31][CH2:30][N:29]([C:32]2[S:33][C:34]([C:38]([NH:15][CH2:14][C:13]3[CH:12]=[C:11]([F:10])[CH:18]=[C:17]([F:19])[CH:16]=3)=[O:39])=[C:35]([CH3:37])[N:36]=2)[C:28]1=[O:41])[C:21]1[CH:26]=[CH:25][CH:24]=[CH:23][CH:22]=1.